From a dataset of NCI-60 drug combinations with 297,098 pairs across 59 cell lines. Regression. Given two drug SMILES strings and cell line genomic features, predict the synergy score measuring deviation from expected non-interaction effect. (1) Synergy scores: CSS=-1.38, Synergy_ZIP=-1.24, Synergy_Bliss=-3.71, Synergy_Loewe=-4.91, Synergy_HSA=-4.48. Drug 2: C1CCC(C(C1)N)N.C(=O)(C(=O)[O-])[O-].[Pt+4]. Drug 1: CN(C)C1=NC(=NC(=N1)N(C)C)N(C)C. Cell line: SN12C. (2) Drug 1: CC1C(C(CC(O1)OC2CC(CC3=C2C(=C4C(=C3O)C(=O)C5=C(C4=O)C(=CC=C5)OC)O)(C(=O)CO)O)N)O.Cl. Drug 2: CC(C)NC(=O)C1=CC=C(C=C1)CNNC.Cl. Cell line: MCF7. Synergy scores: CSS=11.5, Synergy_ZIP=2.93, Synergy_Bliss=7.82, Synergy_Loewe=9.70, Synergy_HSA=9.60. (3) Drug 1: CS(=O)(=O)C1=CC(=C(C=C1)C(=O)NC2=CC(=C(C=C2)Cl)C3=CC=CC=N3)Cl. Drug 2: C1=NC2=C(N1)C(=S)N=CN2. Cell line: NCIH23. Synergy scores: CSS=13.2, Synergy_ZIP=-8.79, Synergy_Bliss=-8.72, Synergy_Loewe=-19.0, Synergy_HSA=-9.15. (4) Drug 1: CCC1(CC2CC(C3=C(CCN(C2)C1)C4=CC=CC=C4N3)(C5=C(C=C6C(=C5)C78CCN9C7C(C=CC9)(C(C(C8N6C=O)(C(=O)OC)O)OC(=O)C)CC)OC)C(=O)OC)O.OS(=O)(=O)O. Drug 2: CC1=C(C(CCC1)(C)C)C=CC(=CC=CC(=CC(=O)O)C)C. Cell line: NCI-H522. Synergy scores: CSS=18.2, Synergy_ZIP=-1.12, Synergy_Bliss=0.602, Synergy_Loewe=-38.5, Synergy_HSA=0.328. (5) Drug 1: CN(C)C1=NC(=NC(=N1)N(C)C)N(C)C. Drug 2: CC12CCC3C(C1CCC2OP(=O)(O)O)CCC4=C3C=CC(=C4)OC(=O)N(CCCl)CCCl.[Na+]. Cell line: SF-268. Synergy scores: CSS=-4.51, Synergy_ZIP=0.882, Synergy_Bliss=-1.61, Synergy_Loewe=-9.50, Synergy_HSA=-7.08. (6) Drug 1: CN1C(=O)N2C=NC(=C2N=N1)C(=O)N. Drug 2: C(CN)CNCCSP(=O)(O)O. Cell line: NCI/ADR-RES. Synergy scores: CSS=-0.780, Synergy_ZIP=-2.78, Synergy_Bliss=-6.89, Synergy_Loewe=-5.00, Synergy_HSA=-6.78. (7) Drug 1: CCC1=C2CN3C(=CC4=C(C3=O)COC(=O)C4(CC)O)C2=NC5=C1C=C(C=C5)O. Drug 2: CCC1(C2=C(COC1=O)C(=O)N3CC4=CC5=C(C=CC(=C5CN(C)C)O)N=C4C3=C2)O.Cl. Cell line: NCI-H322M. Synergy scores: CSS=14.7, Synergy_ZIP=-2.28, Synergy_Bliss=3.41, Synergy_Loewe=-2.63, Synergy_HSA=0.108.